From a dataset of Full USPTO retrosynthesis dataset with 1.9M reactions from patents (1976-2016). Predict the reactants needed to synthesize the given product. (1) Given the product [Cl:13][C:14]1[C:19]([CH:24]([OH:28])[CH:25]([CH3:27])[CH3:26])=[C:18]([C:20]([F:21])([F:22])[F:23])[CH:17]=[CH:16][N:15]=1, predict the reactants needed to synthesize it. The reactants are: C(NC(C)C)(C)C.C([Li])CCC.[Cl:13][C:14]1[CH:19]=[C:18]([C:20]([F:23])([F:22])[F:21])[CH:17]=[CH:16][N:15]=1.[CH:24](=[O:28])[CH:25]([CH3:27])[CH3:26]. (2) Given the product [ClH:35].[F:1][C:2]1[CH:7]=[CH:6][C:5]([N:8]2[C:16]3[C:11](=[CH:12][CH:13]=[CH:14][CH:15]=3)[C:10]([CH2:17][CH2:18][CH2:19][CH2:20][N:21]3[CH2:22][CH2:23][C:24]4([C:34]5[C:29](=[CH:30][CH:31]=[CH:32][CH:33]=5)[CH2:28][O:27]4)[CH2:25][CH2:26]3)=[CH:9]2)=[CH:4][CH:3]=1, predict the reactants needed to synthesize it. The reactants are: [F:1][C:2]1[CH:7]=[CH:6][C:5]([N:8]2[C:16]3[C:11](=[CH:12][CH:13]=[CH:14][CH:15]=3)[C:10]([CH2:17][CH2:18][CH2:19][CH2:20][N:21]3[CH2:26][CH2:25][C:24]4([C:34]5[C:29](=[CH:30][CH:31]=[CH:32][CH:33]=5)[CH2:28][O:27]4)[CH2:23][CH2:22]3)=[CH:9]2)=[CH:4][CH:3]=1.[ClH:35].